From a dataset of Forward reaction prediction with 1.9M reactions from USPTO patents (1976-2016). Predict the product of the given reaction. (1) Given the reactants [NH:1]1[CH2:9][CH2:8][CH:4]([C:5]([OH:7])=[O:6])[CH2:3][CH2:2]1.[Cl:10][C:11]1[CH:19]=[CH:18][C:14]([C:15](Cl)=[O:16])=[CH:13][CH:12]=1.Cl, predict the reaction product. The product is: [Cl:10][C:11]1[CH:19]=[CH:18][C:14]([C:15]([N:1]2[CH2:9][CH2:8][CH:4]([C:5]([OH:7])=[O:6])[CH2:3][CH2:2]2)=[O:16])=[CH:13][CH:12]=1. (2) Given the reactants Cl[C:2]1[CH:10]=[C:9]2[C:5]([C:6](=[O:13])[NH:7][C:8]32[CH2:12][CH2:11]3)=[CH:4][CH:3]=1.[B:14]1([B:14]2[O:18][C:17]([CH3:20])([CH3:19])[C:16]([CH3:22])([CH3:21])[O:15]2)[O:18][C:17]([CH3:20])([CH3:19])[C:16]([CH3:22])([CH3:21])[O:15]1.CC([O-])=O.[K+].P(C1CCCCC1)(C1CCCCC1)C1CCCCC1, predict the reaction product. The product is: [CH3:21][C:16]1([CH3:22])[C:17]([CH3:20])([CH3:19])[O:18][B:14]([C:2]2[CH:10]=[C:9]3[C:5]([C:6](=[O:13])[NH:7][C:8]43[CH2:12][CH2:11]4)=[CH:4][CH:3]=2)[O:15]1.